This data is from Reaction yield outcomes from USPTO patents with 853,638 reactions. The task is: Predict the reaction yield, written as a fraction of the theoretical maximum amount of product (1.0 means a 100% yield; for example, 0.34 means a 34% yield). (1) The reactants are [F:1][C:2]1[CH:7]=[CH:6][C:5]([C:8]([C:10]([C:12]2[CH:17]=[CH:16][C:15]([F:18])=[CH:14][CH:13]=2)=O)=O)=[CH:4][CH:3]=1.[C:19]1([NH2:26])[CH:24]=[CH:23][CH:22]=[CH:21][C:20]=1[NH2:25]. The catalyst is C(Cl)(Cl)Cl. The product is [F:1][C:2]1[CH:7]=[CH:6][C:5]([C:8]2[C:10]([C:12]3[CH:17]=[CH:16][C:15]([F:18])=[CH:14][CH:13]=3)=[N:26][C:19]3[C:20](=[CH:21][CH:22]=[CH:23][CH:24]=3)[N:25]=2)=[CH:4][CH:3]=1. The yield is 0.990. (2) The reactants are [Br:1]Br.[Br:3][C:4]1[N:9]=[C:8]([NH:10][C:11]2[S:12][CH:13]=[CH:14][N:15]=2)[CH:7]=[CH:6][CH:5]=1. The catalyst is C(O)(=O)C.S([O-])(O)(=O)=O.[K+]. The product is [Br:3][C:4]1[N:9]=[C:8]([NH:10][C:11]2[S:12][C:13]([Br:1])=[CH:14][N:15]=2)[CH:7]=[CH:6][CH:5]=1. The yield is 0.940. (3) The reactants are Cl.[N+:2]([C:5]1[CH:10]=[CH:9][C:8]([NH:11][CH:12]2[CH2:17][CH2:16][NH:15][CH2:14][CH2:13]2)=[CH:7][CH:6]=1)([O-:4])=[O:3].[C:18]([O-:21])([O-])=O.[K+].[K+].Br[CH2:25]CF. The catalyst is CN(C=O)C. The product is [N+:2]([C:5]1[CH:10]=[CH:9][C:8]([NH:11][CH:12]2[CH2:17][CH2:16][N:15]([CH:18]([OH:21])[CH3:25])[CH2:14][CH2:13]2)=[CH:7][CH:6]=1)([O-:4])=[O:3]. The yield is 0.450.